From a dataset of Full USPTO retrosynthesis dataset with 1.9M reactions from patents (1976-2016). Predict the reactants needed to synthesize the given product. (1) Given the product [OH:35][C@H:36]1[CH2:41][CH2:40][CH2:39][CH2:38][C@@H:37]1[N:4]1[CH2:5][CH2:6][N:1]([C:7]([C:9]2[CH:10]=[CH:11][C:12]([O:13][C:14]3[N:19]=[CH:18][C:17]([NH:20][C:21](=[O:32])[C:22]4[CH:27]=[CH:26][C:25]([C:28]([F:29])([F:30])[F:31])=[CH:24][CH:23]=4)=[CH:16][CH:15]=3)=[CH:33][CH:34]=2)=[O:8])[CH2:2][CH2:3]1, predict the reactants needed to synthesize it. The reactants are: [N:1]1([C:7]([C:9]2[CH:34]=[CH:33][C:12]([O:13][C:14]3[N:19]=[CH:18][C:17]([NH:20][C:21](=[O:32])[C:22]4[CH:27]=[CH:26][C:25]([C:28]([F:31])([F:30])[F:29])=[CH:24][CH:23]=4)=[CH:16][CH:15]=3)=[CH:11][CH:10]=2)=[O:8])[CH2:6][CH2:5][NH:4][CH2:3][CH2:2]1.[O:35]1[CH:37]2[CH2:38][CH2:39][CH2:40][CH2:41][CH:36]12. (2) Given the product [NH2:7][CH2:8][C:9]1[CH:14]=[CH:13][C:12]([CH2:15][N:16]([CH2:17][CH3:18])[CH2:19][CH2:20][CH2:21][CH2:22][N:23]([CH2:27][CH2:28][CH3:29])[CH2:24][CH2:25][CH3:26])=[CH:11][CH:10]=1, predict the reactants needed to synthesize it. The reactants are: C(OC(=O)[NH:7][CH2:8][C:9]1[CH:14]=[CH:13][C:12]([CH2:15][N:16]([CH2:19][CH2:20][CH2:21][CH2:22][N:23]([CH2:27][CH2:28][CH3:29])[CH2:24][CH2:25][CH3:26])[CH2:17][CH3:18])=[CH:11][CH:10]=1)(C)(C)C.Cl.O1CCOCC1. (3) Given the product [Br:1][C:2]1[CH:7]=[CH:6][C:5]([C:8]2[CH2:13][CH2:12][N:11]([C:14]([O:16][C:17]([CH3:20])([CH3:19])[CH3:18])=[O:15])[CH2:10][CH:9]=2)=[CH:4][CH:3]=1, predict the reactants needed to synthesize it. The reactants are: [Br:1][C:2]1[CH:7]=[CH:6][C:5]([C:8]2[CH2:13][CH2:12][N:11]=[CH:10][CH:9]=2)=[CH:4][CH:3]=1.[C:14](O[C:14]([O:16][C:17]([CH3:20])([CH3:19])[CH3:18])=[O:15])([O:16][C:17]([CH3:20])([CH3:19])[CH3:18])=[O:15].CCN(CC)CC. (4) Given the product [CH:31]1([N:1]2[CH2:6][CH2:5][CH:4]([O:7][C:8]3[CH:9]=[CH:10][C:11]([N:14]4[CH2:15][CH2:16][N:17]([C:20]([O:22][C:23]([CH3:26])([CH3:25])[CH3:24])=[O:21])[CH2:18][CH2:19]4)=[CH:12][CH:13]=3)[CH2:3][CH2:2]2)[CH2:34][CH2:33][CH2:32]1, predict the reactants needed to synthesize it. The reactants are: [NH:1]1[CH2:6][CH2:5][CH:4]([O:7][C:8]2[CH:13]=[CH:12][C:11]([N:14]3[CH2:19][CH2:18][N:17]([C:20]([O:22][C:23]([CH3:26])([CH3:25])[CH3:24])=[O:21])[CH2:16][CH2:15]3)=[CH:10][CH:9]=2)[CH2:3][CH2:2]1.C(O)(=O)C.[C:31]1(=O)[CH2:34][CH2:33][CH2:32]1.C(O[BH-](OC(=O)C)OC(=O)C)(=O)C.[Na+]. (5) The reactants are: O[CH2:2][C:3]1[C:8]([O:9][CH2:10][CH:11]2[CH2:16][CH2:15][N:14]([C:17]([O:19][CH:20]([CH3:22])[CH3:21])=[O:18])[CH2:13][CH2:12]2)=[CH:7][CH:6]=[C:5]([C:23]2[CH:28]=[CH:27][C:26]([S:29]([CH3:32])(=[O:31])=[O:30])=[CH:25][CH:24]=2)[N:4]=1.CCN(S(F)(F)[F:39])CC.C([O-])(O)=O.[Na+]. Given the product [F:39][CH2:2][C:3]1[C:8]([O:9][CH2:10][CH:11]2[CH2:16][CH2:15][N:14]([C:17]([O:19][CH:20]([CH3:22])[CH3:21])=[O:18])[CH2:13][CH2:12]2)=[CH:7][CH:6]=[C:5]([C:23]2[CH:28]=[CH:27][C:26]([S:29]([CH3:32])(=[O:31])=[O:30])=[CH:25][CH:24]=2)[N:4]=1, predict the reactants needed to synthesize it. (6) Given the product [Si:18]([O:25][CH2:26][CH2:27][NH:28][C:29]1[CH:30]=[CH:31][C:32]([NH:35][C:15]([C:11]2[C:10]([NH:9][C:7]([C:5]3[S:6][C:2]([Cl:1])=[CH:3][CH:4]=3)=[O:8])=[CH:14][S:13][CH:12]=2)=[O:17])=[CH:33][CH:34]=1)([C:21]([CH3:24])([CH3:23])[CH3:22])([CH3:20])[CH3:19], predict the reactants needed to synthesize it. The reactants are: [Cl:1][C:2]1[S:6][C:5]([C:7]([NH:9][C:10]2[C:11]([C:15]([OH:17])=O)=[CH:12][S:13][CH:14]=2)=[O:8])=[CH:4][CH:3]=1.[Si:18]([O:25][CH2:26][CH2:27][NH:28][C:29]1[CH:34]=[CH:33][C:32]([NH2:35])=[CH:31][CH:30]=1)([C:21]([CH3:24])([CH3:23])[CH3:22])([CH3:20])[CH3:19].CN(C(ON1N=NC2C=CC=CC1=2)=[N+](C)C)C.[B-](F)(F)(F)F.C(N(CC)C(C)C)(C)C.